From a dataset of Forward reaction prediction with 1.9M reactions from USPTO patents (1976-2016). Predict the product of the given reaction. Given the reactants CS(O)(=O)=O.S(=O)(=O)=O.C(=O)(O)[O-].[NH2:14][NH:15][C:16]([NH2:18])=[NH2+:17].C(=O)=O.[Cl:22][C:23]1[C:32]([Cl:33])=[CH:31][CH:30]=[CH:29][C:24]=1[C:25]([C:27]#[N:28])=O.[OH-].[Na+], predict the reaction product. The product is: [CH:30]1[CH:31]=[C:32]([Cl:33])[C:23]([Cl:22])=[C:24]([C:25]2[N:14]=[N:15][C:16]([NH2:18])=[N:17][C:27]=2[NH2:28])[CH:29]=1.